Dataset: Peptide-MHC class I binding affinity with 185,985 pairs from IEDB/IMGT. Task: Regression. Given a peptide amino acid sequence and an MHC pseudo amino acid sequence, predict their binding affinity value. This is MHC class I binding data. (1) The peptide sequence is PLFKRGWRL. The MHC is HLA-A24:03 with pseudo-sequence HLA-A24:03. The binding affinity (normalized) is 0.0847. (2) The peptide sequence is IFMLQKCDL. The MHC is HLA-B08:03 with pseudo-sequence HLA-B08:03. The binding affinity (normalized) is 0.0847.